Dataset: Forward reaction prediction with 1.9M reactions from USPTO patents (1976-2016). Task: Predict the product of the given reaction. (1) Given the reactants [Cl:1][C:2]1[CH:3]=[C:4]([N:10]2[CH2:21][CH2:20][C:13]3[N:14]=[CH:15][N:16]=[C:17]([O:18]C)[C:12]=3[CH2:11]2)[CH:5]=[N:6][C:7]=1[O:8][CH3:9].[OH-].[Na+], predict the reaction product. The product is: [Cl:1][C:2]1[CH:3]=[C:4]([N:10]2[CH2:21][CH2:20][C:13]3[N:14]=[CH:15][N:16]=[C:17]([OH:18])[C:12]=3[CH2:11]2)[CH:5]=[N:6][C:7]=1[O:8][CH3:9]. (2) Given the reactants [C:1]([O:5][CH:6]([C:12]1[C:16]([C:17]2[CH2:22][CH2:21][C:20]([CH3:24])([CH3:23])[CH2:19][CH:18]=2)=[C:15]([C:25]2[CH2:26][NH:27][C:28](=[O:30])[CH:29]=2)[S:14][C:13]=1[CH3:31])[C:7]([O:9][CH2:10][CH3:11])=[O:8])([CH3:4])([CH3:3])[CH3:2].[H-].[Na+].[CH3:34]I, predict the reaction product. The product is: [C:1]([O:5][CH:6]([C:12]1[C:16]([C:17]2[CH2:22][CH2:21][C:20]([CH3:24])([CH3:23])[CH2:19][CH:18]=2)=[C:15]([C:25]2[CH2:26][N:27]([CH3:34])[C:28](=[O:30])[CH:29]=2)[S:14][C:13]=1[CH3:31])[C:7]([O:9][CH2:10][CH3:11])=[O:8])([CH3:2])([CH3:3])[CH3:4]. (3) Given the reactants [CH2:1]([C:5]1[CH:11]=[CH:10][C:8]([NH2:9])=[CH:7][CH:6]=1)[CH2:2][CH2:3][CH3:4].[C:12]([S-:14])#[N:13].[K+].BrBr.O, predict the reaction product. The product is: [CH2:1]([C:5]1[CH:6]=[CH:7][C:8]2[N:9]=[C:12]([NH2:13])[S:14][C:10]=2[CH:11]=1)[CH2:2][CH2:3][CH3:4]. (4) Given the reactants [NH2:1][C@@H:2]([C:6]1[CH:11]=[CH:10][CH:9]=[CH:8][CH:7]=1)[C:3]([OH:5])=[O:4].[OH-].[Na+].[C:14](Cl)([O:16][CH2:17][C:18]1[CH:23]=[CH:22][CH:21]=[CH:20][CH:19]=1)=[O:15], predict the reaction product. The product is: [CH2:17]([O:16][C:14]([NH:1][C@@H:2]([C:6]1[CH:11]=[CH:10][CH:9]=[CH:8][CH:7]=1)[C:3]([OH:5])=[O:4])=[O:15])[C:18]1[CH:23]=[CH:22][CH:21]=[CH:20][CH:19]=1. (5) Given the reactants [CH3:1][O:2][C:3](=[O:22])[C:4]1[CH:9]=[C:8]([N:10]2[CH2:14][CH2:13][CH2:12][C:11]2=[O:15])[CH:7]=[C:6]([N:16]2[CH2:20][CH2:19][CH2:18][C:17]2=[O:21])[CH:5]=1.BrC1C([F:35])=C(C=C(Br)C=1)C(OC)=O, predict the reaction product. The product is: [F:35][C:5]1[C:6]([N:16]2[CH2:20][CH2:19][CH2:18][C:17]2=[O:21])=[CH:7][C:8]([N:10]2[CH2:14][CH2:13][CH2:12][C:11]2=[O:15])=[CH:9][C:4]=1[C:3]([O:2][CH3:1])=[O:22]. (6) Given the reactants [S:1]1[CH:5]=[C:4]([N:6]2[CH2:11][CH2:10][CH:9]([C:12]([OH:14])=O)[CH2:8][CH2:7]2)[C:3]2[CH:15]=[CH:16][CH:17]=[CH:18][C:2]1=2.BrC1C2C=CC=CC=2SC=1.[N:29]1[C:38]2[C:33](=[CH:34][CH:35]=[CH:36][N:37]=2)[CH:32]=[CH:31][C:30]=1[NH2:39], predict the reaction product. The product is: [N:29]1[C:38]2[C:33](=[CH:34][CH:35]=[CH:36][N:37]=2)[CH:32]=[CH:31][C:30]=1[NH:39][C:12]([CH:9]1[CH2:8][CH2:7][N:6]([C:4]2[C:3]3[CH:15]=[CH:16][CH:17]=[CH:18][C:2]=3[S:1][CH:5]=2)[CH2:11][CH2:10]1)=[O:14].